From a dataset of Forward reaction prediction with 1.9M reactions from USPTO patents (1976-2016). Predict the product of the given reaction. (1) Given the reactants [Cl:1][C:2]1[CH:7]=[CH:6][C:5]([C:8]2[N:12]([CH2:13][C:14]3[CH:19]=[CH:18][C:17]([CH3:20])=[CH:16][CH:15]=3)[N:11]=[C:10]([C:21](O)=[O:22])[CH:9]=2)=[CH:4][C:3]=1[CH3:24].S(Cl)([Cl:27])=O, predict the reaction product. The product is: [Cl:1][C:2]1[CH:7]=[CH:6][C:5]([C:8]2[N:12]([CH2:13][C:14]3[CH:19]=[CH:18][C:17]([CH3:20])=[CH:16][CH:15]=3)[N:11]=[C:10]([C:21]([Cl:27])=[O:22])[CH:9]=2)=[CH:4][C:3]=1[CH3:24]. (2) Given the reactants [CH3:1][N:2]([CH3:34])[C@@H:3]1[CH2:7][CH2:6][N:5]([C:8]2[CH:13]=[CH:12][C:11]([N:14]3[CH2:23][CH2:22][C:21]4[C:16](=[CH:17][CH:18]=[C:19](OS(C(F)(F)F)(=O)=O)[CH:20]=4)[C:15]3=[O:32])=[CH:10][C:9]=2[F:33])[CH2:4]1.[CH3:35][O:36][CH:37]1[CH2:42][CH2:41][NH:40][CH2:39][CH2:38]1, predict the reaction product. The product is: [CH3:1][N:2]([CH3:34])[C@@H:3]1[CH2:7][CH2:6][N:5]([C:8]2[CH:13]=[CH:12][C:11]([N:14]3[CH2:23][CH2:22][C:21]4[C:16](=[CH:17][CH:18]=[C:19]([N:40]5[CH2:41][CH2:42][CH:37]([O:36][CH3:35])[CH2:38][CH2:39]5)[CH:20]=4)[C:15]3=[O:32])=[CH:10][C:9]=2[F:33])[CH2:4]1. (3) The product is: [N+:18]([C:21]1[CH:22]=[CH:23][C:24]([N:27]2[C:7]([C:1]3[CH:6]=[CH:5][CH:4]=[CH:3][CH:2]=3)=[CH:8][C:9]([C:10]3[CH:15]=[CH:14][CH:13]=[CH:12][CH:11]=3)=[N:28]2)=[CH:25][CH:26]=1)([O-:20])=[O:19]. Given the reactants [C:1]1([C:7](=O)[C:8](=O)[CH2:9][C:10]2[CH:15]=[CH:14][CH:13]=[CH:12][CH:11]=2)[CH:6]=[CH:5][CH:4]=[CH:3][CH:2]=1.[N+:18]([C:21]1[CH:26]=[CH:25][C:24]([NH:27][NH2:28])=[CH:23][CH:22]=1)([O-:20])=[O:19], predict the reaction product. (4) Given the reactants [CH:1]1([CH2:6][CH:7]([C:11]2[CH:16]=[CH:15][C:14]([NH:17][C:18](=[O:25])[CH2:19][C:20]3[S:21][CH:22]=[CH:23][CH:24]=3)=[CH:13][CH:12]=2)[C:8](O)=[O:9])[CH2:5][CH2:4][CH2:3][CH2:2]1.F[P-](F)(F)(F)(F)F.N1(O[P+](N(C)C)(N(C)C)N(C)C)C2C=CC=CC=2N=N1.[NH2:53][C:54]1[S:55][CH:56]=[CH:57][N:58]=1.C(N(CC)CC)C, predict the reaction product. The product is: [CH:1]1([CH2:6][CH:7]([C:11]2[CH:16]=[CH:15][C:14]([NH:17][C:18](=[O:25])[CH2:19][C:20]3[S:21][CH:22]=[CH:23][CH:24]=3)=[CH:13][CH:12]=2)[C:8]([NH:53][C:54]2[S:55][CH:56]=[CH:57][N:58]=2)=[O:9])[CH2:5][CH2:4][CH2:3][CH2:2]1. (5) Given the reactants O.C1(C)C=CC(S(O)(=O)=O)=CC=1.O1CCCCC1[O:19][CH2:20][CH2:21][N:22]1[C:30]2[CH:29]=[CH:28][CH:27]=[C:26]([C:31]([N:33]3[CH2:54][CH2:53][C:36]4([NH:40]/[C:39](=[N:41]/[C:42]([C:44]5[C:49]([NH2:50])=[N:48][C:47]([NH2:51])=[C:46]([Cl:52])[N:45]=5)=[O:43])/[NH:38][CH2:37]4)[CH2:35][CH2:34]3)=[O:32])[C:25]=2[CH:24]=[CH:23]1, predict the reaction product. The product is: [OH:19][CH2:20][CH2:21][N:22]1[C:30]2[CH:29]=[CH:28][CH:27]=[C:26]([C:31]([N:33]3[CH2:34][CH2:35][C:36]4([NH:40]/[C:39](=[N:41]/[C:42]([C:44]5[C:49]([NH2:50])=[N:48][C:47]([NH2:51])=[C:46]([Cl:52])[N:45]=5)=[O:43])/[NH:38][CH2:37]4)[CH2:53][CH2:54]3)=[O:32])[C:25]=2[CH:24]=[CH:23]1.